This data is from Forward reaction prediction with 1.9M reactions from USPTO patents (1976-2016). The task is: Predict the product of the given reaction. Given the reactants B1([C:12]2[O:16][CH:15]=[CH:14][CH:13]=2)OC(=O)CN(C)CC(=O)O1.Br[C:18]1[CH:23]=[CH:22][N:21]=[C:20]([O:24][CH3:25])[CH:19]=1.C1(P(C2CCCCC2)C2C=CC=CC=2C2C(OC)=CC=CC=2OC)CCCCC1.P([O-])([O-])([O-])=O.[K+].[K+].[K+], predict the reaction product. The product is: [O:16]1[CH:15]=[CH:14][CH:13]=[C:12]1[C:18]1[CH:23]=[CH:22][N:21]=[C:20]([O:24][CH3:25])[CH:19]=1.